From a dataset of Reaction yield outcomes from USPTO patents with 853,638 reactions. Predict the reaction yield, written as a fraction of the theoretical maximum amount of product (1.0 means a 100% yield; for example, 0.34 means a 34% yield). The reactants are Cl.[CH3:2][N:3]1[C:7]([C:8]2[CH:9]=[C:10]([NH:14][C:15]([NH:17][CH2:18][CH:19]3[CH2:24][CH2:23][CH2:22][NH:21][CH2:20]3)=[O:16])[CH:11]=[CH:12][CH:13]=2)=[N:6][N:5]=[N:4]1.[F:25][C:26]1[CH:31]=[CH:30][C:29]([CH2:32][CH2:33][CH:34]=O)=[CH:28][CH:27]=1.C(N(CC)CC)C.C([BH3-])#N. The catalyst is CO.C1(C)C=CC=CC=1. The product is [F:25][C:26]1[CH:31]=[CH:30][C:29]([CH2:32][CH2:33][CH2:34][N:21]2[CH2:22][CH2:23][CH2:24][CH:19]([CH2:18][NH:17][C:15]([NH:14][C:10]3[CH:11]=[CH:12][CH:13]=[C:8]([C:7]4[N:3]([CH3:2])[N:4]=[N:5][N:6]=4)[CH:9]=3)=[O:16])[CH2:20]2)=[CH:28][CH:27]=1. The yield is 0.640.